Dataset: NCI-60 drug combinations with 297,098 pairs across 59 cell lines. Task: Regression. Given two drug SMILES strings and cell line genomic features, predict the synergy score measuring deviation from expected non-interaction effect. (1) Drug 1: C1=CC(=CC=C1CCCC(=O)O)N(CCCl)CCCl. Drug 2: C(CN)CNCCSP(=O)(O)O. Cell line: ACHN. Synergy scores: CSS=57.6, Synergy_ZIP=-2.17, Synergy_Bliss=-2.73, Synergy_Loewe=-22.2, Synergy_HSA=-2.01. (2) Drug 1: C1=NC2=C(N1)C(=S)N=C(N2)N. Drug 2: CC1=C2C(C(=O)C3(C(CC4C(C3C(C(C2(C)C)(CC1OC(=O)C(C(C5=CC=CC=C5)NC(=O)OC(C)(C)C)O)O)OC(=O)C6=CC=CC=C6)(CO4)OC(=O)C)O)C)O. Cell line: SF-539. Synergy scores: CSS=47.0, Synergy_ZIP=-9.71, Synergy_Bliss=-9.43, Synergy_Loewe=-8.50, Synergy_HSA=-3.40. (3) Drug 1: CC1=CC=C(C=C1)C2=CC(=NN2C3=CC=C(C=C3)S(=O)(=O)N)C(F)(F)F. Drug 2: CC1CCCC2(C(O2)CC(NC(=O)CC(C(C(=O)C(C1O)C)(C)C)O)C(=CC3=CSC(=N3)C)C)C. Cell line: UACC-257. Synergy scores: CSS=15.0, Synergy_ZIP=0.192, Synergy_Bliss=-1.49, Synergy_Loewe=-17.0, Synergy_HSA=-2.10. (4) Drug 1: CC12CCC3C(C1CCC2=O)CC(=C)C4=CC(=O)C=CC34C. Drug 2: C1=CC=C(C(=C1)C(C2=CC=C(C=C2)Cl)C(Cl)Cl)Cl. Cell line: SK-OV-3. Synergy scores: CSS=16.3, Synergy_ZIP=-3.67, Synergy_Bliss=-0.265, Synergy_Loewe=0.582, Synergy_HSA=0.329. (5) Drug 1: COC1=C(C=C2C(=C1)N=CN=C2NC3=CC(=C(C=C3)F)Cl)OCCCN4CCOCC4. Drug 2: C1=NNC2=C1C(=O)NC=N2. Cell line: COLO 205. Synergy scores: CSS=7.98, Synergy_ZIP=-2.91, Synergy_Bliss=4.95, Synergy_Loewe=-12.9, Synergy_HSA=0.609. (6) Drug 1: CC1=C(C(CCC1)(C)C)C=CC(=CC=CC(=CC(=O)O)C)C. Drug 2: COC1=NC(=NC2=C1N=CN2C3C(C(C(O3)CO)O)O)N. Cell line: ACHN. Synergy scores: CSS=8.83, Synergy_ZIP=-0.946, Synergy_Bliss=4.12, Synergy_Loewe=1.60, Synergy_HSA=2.83.